This data is from Forward reaction prediction with 1.9M reactions from USPTO patents (1976-2016). The task is: Predict the product of the given reaction. Given the reactants [CH2:1]([C:3]1[C:12]2[C:7](=[CH:8][CH:9]=[CH:10][CH:11]=2)[C:6]([C:13]([OH:15])=[O:14])=[CH:5][CH:4]=1)[CH3:2].CO[C:18]1C=C2C(C=CC=C2C(O)=O)=C[CH:19]=1, predict the reaction product. The product is: [CH2:1]([C:3]1[C:12]2[C:7](=[CH:8][CH:9]=[CH:10][CH:11]=2)[C:6]([C:13]([OH:15])=[O:14])=[CH:5][CH:4]=1)[CH2:2][CH2:18][CH3:19].